This data is from Forward reaction prediction with 1.9M reactions from USPTO patents (1976-2016). The task is: Predict the product of the given reaction. Given the reactants [C:1]([O:5][C:6]([N:8]1[CH2:14][CH2:13][C:12]2[CH:15]=[CH:16][C:17]([NH2:19])=[CH:18][C:11]=2[CH2:10][CH2:9]1)=[O:7])([CH3:4])([CH3:3])[CH3:2].[Cl:20]N1C(=O)CCC1=O.O.CCOC(C)=O, predict the reaction product. The product is: [C:1]([O:5][C:6]([N:8]1[CH2:14][CH2:13][C:12]2[CH:15]=[C:16]([Cl:20])[C:17]([NH2:19])=[CH:18][C:11]=2[CH2:10][CH2:9]1)=[O:7])([CH3:4])([CH3:2])[CH3:3].